This data is from Peptide-MHC class I binding affinity with 185,985 pairs from IEDB/IMGT. The task is: Regression. Given a peptide amino acid sequence and an MHC pseudo amino acid sequence, predict their binding affinity value. This is MHC class I binding data. (1) The peptide sequence is RRAIRGEQLL. The MHC is Mamu-B03 with pseudo-sequence Mamu-B03. The binding affinity (normalized) is 0.994. (2) The peptide sequence is ETNMITLLV. The MHC is HLA-A01:01 with pseudo-sequence HLA-A01:01. The binding affinity (normalized) is 0.462. (3) The peptide sequence is VVTVLWALY. The MHC is HLA-B46:01 with pseudo-sequence HLA-B46:01. The binding affinity (normalized) is 0.0847. (4) The peptide sequence is YLGTPNNTY. The MHC is HLA-B44:02 with pseudo-sequence HLA-B44:02. The binding affinity (normalized) is 0.0847. (5) The MHC is HLA-A29:02 with pseudo-sequence HLA-A29:02. The binding affinity (normalized) is 0.213. The peptide sequence is LYEASTTYL.